From a dataset of Full USPTO retrosynthesis dataset with 1.9M reactions from patents (1976-2016). Predict the reactants needed to synthesize the given product. (1) Given the product [CH2:39]([O:46][C:47]1[CH:48]=[CH:49][C:50]([CH2:53][CH2:54][N:55]([CH2:1][CH3:2])[C:56]2[CH:61]=[C:60]([O:62][CH3:63])[CH:59]=[CH:58][C:57]=2[CH:64]2[CH2:73][CH2:72][C:71]3[C:66](=[CH:67][CH:68]=[C:69]([O:74][CH3:75])[CH:70]=3)[CH2:65]2)=[CH:51][CH:52]=1)[C:40]1[CH:45]=[CH:44][CH:43]=[CH:42][CH:41]=1, predict the reactants needed to synthesize it. The reactants are: [CH2:1](OC1C=CC(CC(NC2C=C(OC)C=CC=2C2CCC3C(=CC=C(OC)C=3)C2)=O)=CC=1)[C:2]1C=CC=CC=1.[CH2:39]([O:46][C:47]1[CH:52]=[CH:51][C:50]([CH2:53][CH2:54][NH:55][C:56]2[CH:61]=[C:60]([O:62][CH3:63])[CH:59]=[CH:58][C:57]=2[CH:64]2[CH2:73][CH2:72][C:71]3[C:66](=[CH:67][CH:68]=[C:69]([O:74][CH3:75])[CH:70]=3)[CH2:65]2)=[CH:49][CH:48]=1)[C:40]1[CH:45]=[CH:44][CH:43]=[CH:42][CH:41]=1. (2) Given the product [Cl:18][C:14]1[CH:13]=[C:12]([C@@H:10]([OH:11])[CH2:9][N:8]([CH2:19][CH2:20][C:21]2[CH:26]=[CH:25][C:24]([S:27]([C:30]3[CH:31]=[CH:32][C:33]([O:34][CH2:35][C:36]([N:44]([CH3:45])[CH3:43])=[O:37])=[CH:39][CH:40]=3)(=[O:29])=[O:28])=[CH:23][CH:22]=2)[C:6](=[O:7])[O:5][C:1]([CH3:3])([CH3:2])[CH3:4])[CH:17]=[CH:16][CH:15]=1, predict the reactants needed to synthesize it. The reactants are: [C:1]([O:5][C:6]([N:8]([CH2:19][CH2:20][C:21]1[CH:26]=[CH:25][C:24]([S:27]([C:30]2[CH:40]=[CH:39][C:33]([O:34][CH2:35][C:36]([O-])=[O:37])=[CH:32][CH:31]=2)(=[O:29])=[O:28])=[CH:23][CH:22]=1)[CH2:9][C@@H:10]([C:12]1[CH:17]=[CH:16][CH:15]=[C:14]([Cl:18])[CH:13]=1)[OH:11])=[O:7])([CH3:4])([CH3:3])[CH3:2].[Na+].Cl.[CH3:43][NH:44][CH3:45].Cl.CN(C)CCCN=C=NCC.ON1C2C=CC=CC=2N=N1.C(=O)(O)[O-].[Na+]. (3) Given the product [Cl:14][C:15]1[CH:22]=[CH:21][CH:20]=[CH:19][C:16]=1[CH2:17][NH:18][C:3]1[N:4]=[CH:5][C:6]2[C:12](=[O:13])[NH:11][CH:10]=[CH:9][C:7]=2[N:8]=1, predict the reactants needed to synthesize it. The reactants are: CS[C:3]1[N:4]=[CH:5][C:6]2[C:12](=[O:13])[NH:11][CH:10]=[CH:9][C:7]=2[N:8]=1.[Cl:14][C:15]1[CH:22]=[CH:21][CH:20]=[CH:19][C:16]=1[CH2:17][NH2:18]. (4) Given the product [OH:30][C@H:27]1[CH2:26][CH2:25][C@H:24]([NH:23][C:12]2[N:11]=[C:10]([NH:9][C:7]3[S:8][C:4]4[CH:3]=[C:2]([N:1]5[CH2:43][CH2:44][C:45]5=[O:46])[CH:32]=[CH:31][C:5]=4[N:6]=3)[CH:15]=[C:14]([CH2:16][C:17]3[CH:18]=[CH:19][CH:20]=[CH:21][CH:22]=3)[N:13]=2)[CH2:29][CH2:28]1, predict the reactants needed to synthesize it. The reactants are: [NH2:1][C:2]1[CH:32]=[CH:31][C:5]2[N:6]=[C:7]([NH:9][C:10]3[CH:15]=[C:14]([CH2:16][C:17]4[CH:22]=[CH:21][CH:20]=[CH:19][CH:18]=4)[N:13]=[C:12]([NH:23][C@H:24]4[CH2:29][CH2:28][C@H:27]([OH:30])[CH2:26][CH2:25]4)[N:11]=3)[S:8][C:4]=2[CH:3]=1.C(N(C(C)C)C(C)C)C.Br[CH2:43][CH2:44][C:45](Cl)=[O:46].CC(C)([O-])C.[K+].C(N)(=O)C=C.NCC(O)=O. (5) Given the product [CH3:26][O:27][C:28]1[CH:34]=[CH:33][CH:32]=[CH:31][C:29]=1[NH:30][C:23](=[O:24])[CH2:22][N:3]1[C:4]2([CH2:21][CH2:20][CH2:19][CH2:18][CH2:17]2)[N:5]=[C:6]([C:7]2[CH:12]=[CH:11][C:10]([C:13]([F:16])([F:15])[F:14])=[CH:9][CH:8]=2)[C:2]1=[O:1], predict the reactants needed to synthesize it. The reactants are: [O:1]=[C:2]1[C:6]([C:7]2[CH:12]=[CH:11][C:10]([C:13]([F:16])([F:15])[F:14])=[CH:9][CH:8]=2)=[N:5][C:4]2([CH2:21][CH2:20][CH2:19][CH2:18][CH2:17]2)[N:3]1[CH2:22][C:23](Cl)=[O:24].[CH3:26][O:27][C:28]1[CH:34]=[CH:33][CH:32]=[CH:31][C:29]=1[NH2:30].C(N(CC)CC)C.C(=O)([O-])O.[Na+]. (6) Given the product [CH3:25][C:26]1[O:27][C:28]([CH3:35])=[CH:29][C:30]=1[S:31]([N:12]1[C:13]2[C:9](=[C:8]3[CH:2]([CH3:1])[N:3]([C:16]([O:18][C:19]([CH3:21])([CH3:20])[CH3:22])=[O:17])[CH2:4][CH2:5][O:6][C:7]3=[CH:15][CH:14]=2)[CH:10]=[CH:11]1)(=[O:33])=[O:32], predict the reactants needed to synthesize it. The reactants are: [CH3:1][CH:2]1[C:8]2=[C:9]3[C:13](=[CH:14][CH:15]=[C:7]2[O:6][CH2:5][CH2:4][N:3]1[C:16]([O:18][C:19]([CH3:22])([CH3:21])[CH3:20])=[O:17])[NH:12][CH:11]=[CH:10]3.[H-].[Na+].[CH3:25][C:26]1[O:27][C:28]([CH3:35])=[CH:29][C:30]=1[S:31](Cl)(=[O:33])=[O:32]. (7) Given the product [ClH:26].[NH2:16][CH:15]1[CH2:14][CH2:13][O:12][CH2:11][CH:10]1[CH2:9][O:8][C:7]1[CH:24]=[CH:25][C:4]([C:1](=[O:3])[CH3:2])=[CH:5][CH:6]=1, predict the reactants needed to synthesize it. The reactants are: [C:1]([C:4]1[CH:25]=[CH:24][C:7]([O:8][CH2:9][CH:10]2[CH:15]([NH:16]C(=O)OC(C)(C)C)[CH2:14][CH2:13][O:12][CH2:11]2)=[CH:6][CH:5]=1)(=[O:3])[CH3:2].[ClH:26].CCOC(C)=O. (8) Given the product [Cl:1][C:2]1[CH:3]=[CH:4][C:5]([C:8]2([OH:22])[CH2:13][CH2:12][N:11]([C:14]([O:16][C:17]([CH3:19])([CH3:18])[CH3:20])=[O:15])[CH2:10][CH:9]2[O:21][CH2:24][C:25]2[CH:34]=[CH:33][C:32]3[C:27](=[CH:28][CH:29]=[CH:30][CH:31]=3)[CH:26]=2)=[CH:6][CH:7]=1, predict the reactants needed to synthesize it. The reactants are: [Cl:1][C:2]1[CH:7]=[CH:6][C:5]([C:8]2([OH:22])[CH2:13][CH2:12][N:11]([C:14]([O:16][C:17]([CH3:20])([CH3:19])[CH3:18])=[O:15])[CH2:10][CH:9]2[OH:21])=[CH:4][CH:3]=1.Br[CH2:24][C:25]1[CH:34]=[CH:33][C:32]2[C:27](=[CH:28][CH:29]=[CH:30][CH:31]=2)[CH:26]=1. (9) Given the product [CH3:13][O:12][C:11]1[C:3]([CH2:2][N:32]2[CH2:37][CH2:36][CH2:35][CH2:34][CH:33]2[C:38]2[C:47]3[C:42](=[CH:43][CH:44]=[CH:45][CH:46]=3)[C:41]([C:48]([O:50][CH3:51])=[O:49])=[CH:40][CH:39]=2)=[C:4]2[C:8](=[C:9]([CH3:14])[CH:10]=1)[N:7]([C:15]([O:17][C:18]([CH3:20])([CH3:19])[CH3:21])=[O:16])[CH:6]=[CH:5]2, predict the reactants needed to synthesize it. The reactants are: O[CH2:2][C:3]1[C:11]([O:12][CH3:13])=[CH:10][C:9]([CH3:14])=[C:8]2[C:4]=1[CH:5]=[CH:6][N:7]2[C:15]([O:17][C:18]([CH3:21])([CH3:20])[CH3:19])=[O:16].N1C(Cl)=NC(Cl)=NC=1Cl.Cl.[NH:32]1[CH2:37][CH2:36][CH2:35][CH2:34][CH:33]1[C:38]1[C:47]2[C:42](=[CH:43][CH:44]=[CH:45][CH:46]=2)[C:41]([C:48]([O:50][CH3:51])=[O:49])=[CH:40][CH:39]=1.CCN(C(C)C)C(C)C.[I-].[K+].